Regression. Given a peptide amino acid sequence and an MHC pseudo amino acid sequence, predict their binding affinity value. This is MHC class I binding data. From a dataset of Peptide-MHC class I binding affinity with 185,985 pairs from IEDB/IMGT. (1) The peptide sequence is APIEHIASM. The MHC is HLA-B57:01 with pseudo-sequence HLA-B57:01. The binding affinity (normalized) is 0.0847. (2) The MHC is HLA-B46:01 with pseudo-sequence HLA-B46:01. The binding affinity (normalized) is 0.0847. The peptide sequence is FRLMRTNFL. (3) The peptide sequence is ATAKAAAAV. The MHC is HLA-A02:01 with pseudo-sequence HLA-A02:01. The binding affinity (normalized) is 0.510.